The task is: Predict which catalyst facilitates the given reaction.. This data is from Catalyst prediction with 721,799 reactions and 888 catalyst types from USPTO. (1) Reactant: C([N:8]1[CH2:27][CH2:26][C:11]2([C:20]3[C:15](=[CH:16][CH:17]=[CH:18][CH:19]=3)[N:14]([C:21]([N:23]([CH3:25])[CH3:24])=[O:22])[CH2:13][CH2:12]2)[CH2:10][CH2:9]1)C1C=CC=CC=1. Product: [CH3:24][N:23]([CH3:25])[C:21]([N:14]1[C:15]2[C:20](=[CH:19][CH:18]=[CH:17][CH:16]=2)[C:11]2([CH2:26][CH2:27][NH:8][CH2:9][CH2:10]2)[CH2:12][CH2:13]1)=[O:22]. The catalyst class is: 8. (2) Reactant: [Cl:1][CH2:2][CH2:3][CH2:4][C:5]1[CH:6]=[C:7]2[C:12](=[CH:13][C:14]=1[F:15])[NH:11][C:10](=O)[CH2:9][C:8]2([CH3:18])[CH3:17].B.C1COCC1. Product: [Cl:1][CH2:2][CH2:3][CH2:4][C:5]1[CH:6]=[C:7]2[C:12](=[CH:13][C:14]=1[F:15])[NH:11][CH2:10][CH2:9][C:8]2([CH3:18])[CH3:17]. The catalyst class is: 1. (3) Reactant: Cl.[NH2:2][C@@H:3]([CH3:9])[C:4]([O:6][CH2:7][CH3:8])=[O:5].C([O-])([O-])=O.[K+].[K+].Br[CH2:17][C:18]1[CH:23]=[CH:22][CH:21]=[CH:20][CH:19]=1. Product: [CH2:17]([N:2]([CH2:17][C:18]1[CH:23]=[CH:22][CH:21]=[CH:20][CH:19]=1)[C@@H:3]([CH3:9])[C:4]([O:6][CH2:7][CH3:8])=[O:5])[C:18]1[CH:23]=[CH:22][CH:21]=[CH:20][CH:19]=1. The catalyst class is: 23. (4) Reactant: [Cl:1][C:2]1[N:11]=[CH:10][C:9]2[NH:8][C:7](=[O:12])[C@H:6]3[CH2:13][O:14][CH:15]([CH3:17])[CH2:16][N:5]3[C:4]=2[N:3]=1.[H-].[Na+].Br[CH2:21][CH:22]1[CH2:24][CH2:23]1. Product: [Cl:1][C:2]1[N:11]=[CH:10][C:9]2[N:8]([CH2:21][CH:22]3[CH2:24][CH2:23]3)[C:7](=[O:12])[C@H:6]3[CH2:13][O:14][CH:15]([CH3:17])[CH2:16][N:5]3[C:4]=2[N:3]=1. The catalyst class is: 173.